This data is from Catalyst prediction with 721,799 reactions and 888 catalyst types from USPTO. The task is: Predict which catalyst facilitates the given reaction. (1) Reactant: [CH2:1]([O:13][C:14]1[CH:15]=[C:16]([CH:21]=[C:22]([O:24][CH2:25][CH2:26][CH2:27][CH2:28][CH2:29][CH2:30][CH2:31][CH2:32][CH2:33][CH2:34][CH2:35][CH3:36])[CH:23]=1)[CH2:17][N:18]=[N+]=[N-])[CH2:2][CH2:3][CH2:4][CH2:5][CH2:6][CH2:7][CH2:8][CH2:9][CH2:10][CH2:11][CH3:12].CO.[H][H]. Product: [CH2:25]([O:24][C:22]1[CH:21]=[C:16]([CH:15]=[C:14]([O:13][CH2:1][CH2:2][CH2:3][CH2:4][CH2:5][CH2:6][CH2:7][CH2:8][CH2:9][CH2:10][CH2:11][CH3:12])[CH:23]=1)[CH2:17][NH2:18])[CH2:26][CH2:27][CH2:28][CH2:29][CH2:30][CH2:31][CH2:32][CH2:33][CH2:34][CH2:35][CH3:36]. The catalyst class is: 28. (2) Product: [ClH:53].[C:1]([C:4]1[CH:5]=[CH:6][C:7]([C:8]([N:10]2[CH2:16][C@H:15]([NH:17][C:18](=[O:31])[C@@H:19]([NH:22][CH3:23])[CH2:20][CH3:21])[C:14](=[O:32])[N:13]([CH2:33][C:34]3[C:43]4[C:38](=[CH:39][C:40]([Br:44])=[CH:41][CH:42]=4)[CH:37]=[CH:36][C:35]=3[O:45][CH3:46])[C:12]3[CH:47]=[CH:48][CH:49]=[CH:50][C:11]2=3)=[O:9])=[CH:51][CH:52]=1)(=[O:3])[CH3:2]. Reactant: [C:1]([C:4]1[CH:52]=[CH:51][C:7]([C:8]([N:10]2[CH2:16][C@H:15]([NH:17][C:18](=[O:31])[C@@H:19]([N:22](C)[C:23](=O)OC(C)(C)C)[CH2:20][CH3:21])[C:14](=[O:32])[N:13]([CH2:33][C:34]3[C:43]4[C:38](=[CH:39][C:40]([Br:44])=[CH:41][CH:42]=4)[CH:37]=[CH:36][C:35]=3[O:45][CH3:46])[C:12]3[CH:47]=[CH:48][CH:49]=[CH:50][C:11]2=3)=[O:9])=[CH:6][CH:5]=1)(=[O:3])[CH3:2].[ClH:53]. The catalyst class is: 71. (3) Reactant: [ClH:1].Cl.F[C:4]1[CH:9]=[CH:8][CH:7]=[CH:6][C:5]=1[C@H:10]([CH2:14][CH2:15][N:16]1[CH2:19][CH:18]([N:20]2[CH2:25][CH2:24][O:23][CH2:22][CH2:21]2)[CH2:17]1)[CH2:11][NH:12][CH3:13].[Br:26][C:27]1[CH:28]=[C:29]([CH:33]=[C:34]([Br:36])[CH:35]=1)[C:30]([OH:32])=O.CCN(C(C)C)C(C)C.CN(C(ON1N=NC2C=CC=CC1=2)=[N+](C)C)C.[B-](F)(F)(F)[F:64]. Product: [ClH:1].[ClH:1].[Br:36][C:34]1[CH:33]=[C:29]([CH:28]=[C:27]([Br:26])[CH:35]=1)[C:30]([N:12]([CH2:11][C@H:10]([C:5]1[CH:6]=[CH:7][C:8]([F:64])=[CH:9][CH:4]=1)[CH2:14][CH2:15][N:16]1[CH2:19][CH:18]([N:20]2[CH2:25][CH2:24][O:23][CH2:22][CH2:21]2)[CH2:17]1)[CH3:13])=[O:32]. The catalyst class is: 3.